From a dataset of Peptide-MHC class I binding affinity with 185,985 pairs from IEDB/IMGT. Regression. Given a peptide amino acid sequence and an MHC pseudo amino acid sequence, predict their binding affinity value. This is MHC class I binding data. The binding affinity (normalized) is 0.220. The peptide sequence is LSSGEPHCA. The MHC is HLA-A30:02 with pseudo-sequence HLA-A30:02.